This data is from Full USPTO retrosynthesis dataset with 1.9M reactions from patents (1976-2016). The task is: Predict the reactants needed to synthesize the given product. (1) Given the product [CH3:1][O:2][C:3]1[N:8]=[C:7]2[CH:9]=[CH:10][N:11]([Si:12]([CH:13]([CH3:15])[CH3:14])([CH:16]([CH3:18])[CH3:17])[CH:19]([CH3:20])[CH3:21])[C:6]2=[CH:5][C:4]=1[CH:22]1[CH2:23][CH2:24][N:25]([C:28]([O:30][C:31]([CH3:34])([CH3:32])[CH3:33])=[O:29])[CH2:26][CH2:27]1, predict the reactants needed to synthesize it. The reactants are: [CH3:1][O:2][C:3]1[N:8]=[C:7]2[CH:9]=[CH:10][N:11]([Si:12]([CH:19]([CH3:21])[CH3:20])([CH:16]([CH3:18])[CH3:17])[CH:13]([CH3:15])[CH3:14])[C:6]2=[CH:5][C:4]=1[C:22]1[CH2:27][CH2:26][N:25]([C:28]([O:30][C:31]([CH3:34])([CH3:33])[CH3:32])=[O:29])[CH2:24][CH:23]=1. (2) Given the product [F:29][C:30]([F:35])([F:34])[C:31]([OH:33])=[O:32].[Cl:56][C:53]1[CH:54]=[CH:55][C:50]([CH2:49][NH:48][C:46]([C:41]2[NH:42][C:43]3[C:39]([CH:40]=2)=[CH:38][C:37]([NH:36][C:76](=[O:77])[CH2:75][CH2:74][N:68]2[CH2:73][CH2:72][CH2:71][CH2:70][CH2:69]2)=[CH:45][CH:44]=3)=[O:47])=[C:51]([F:67])[C:52]=1[O:57][C:58]1[CH:63]=[C:62]([C:64]#[N:65])[CH:61]=[C:60]([Cl:66])[CH:59]=1, predict the reactants needed to synthesize it. The reactants are: F[P-](F)(F)(F)(F)F.N1(O[P+](N(C)C)(N(C)C)N(C)C)C2C=CC=CC=2N=N1.[Cl-].[F:29][C:30]([F:35])([F:34])[C:31]([OH:33])=[O:32].[NH2:36][C:37]1[CH:38]=[C:39]2[C:43](=[CH:44][CH:45]=1)[NH:42][C:41]([C:46]([NH:48][CH2:49][C:50]1[CH:55]=[CH:54][C:53]([Cl:56])=[C:52]([O:57][C:58]3[CH:63]=[C:62]([C:64]#[N:65])[CH:61]=[C:60]([Cl:66])[CH:59]=3)[C:51]=1[F:67])=[O:47])=[CH:40]2.[N:68]1([CH2:74][CH2:75][C:76](O)=[O:77])[CH2:73][CH2:72][CH2:71][CH2:70][CH2:69]1.C(N(C(C)C)CC)(C)C.